This data is from Forward reaction prediction with 1.9M reactions from USPTO patents (1976-2016). The task is: Predict the product of the given reaction. (1) Given the reactants [C:1]([O:5][C:6]([N:8]1[CH2:12][C@@H:11]([CH2:13][CH:14]2[CH2:19][CH2:18][CH2:17][CH2:16][CH2:15]2)[C@H:10]([CH2:20][NH:21][CH2:22][CH2:23][CH2:24][C:25]([O:27][C:28]([CH3:31])([CH3:30])[CH3:29])=[O:26])[CH2:9]1)=[O:7])([CH3:4])([CH3:3])[CH3:2].[O:32]=[C:33]1[CH2:42][CH:41]([C:43](O)=[O:44])[C:40]2[C:35](=[CH:36][CH:37]=[CH:38][CH:39]=2)[NH:34]1, predict the reaction product. The product is: [C:1]([O:5][C:6]([N:8]1[CH2:12][C@@H:11]([CH2:13][CH:14]2[CH2:19][CH2:18][CH2:17][CH2:16][CH2:15]2)[C@H:10]([CH2:20][N:21]([CH2:22][CH2:23][CH2:24][C:25]([O:27][C:28]([CH3:31])([CH3:30])[CH3:29])=[O:26])[C:43]([CH:41]2[C:40]3[C:35](=[CH:36][CH:37]=[CH:38][CH:39]=3)[NH:34][C:33](=[O:32])[CH2:42]2)=[O:44])[CH2:9]1)=[O:7])([CH3:3])([CH3:4])[CH3:2]. (2) Given the reactants [C:1]([O:5][C:6]([NH:8][CH2:9][C:10]1[CH:18]=[CH:17][C:13]([C:14]([OH:16])=O)=[CH:12][C:11]=1[CH3:19])=[O:7])([CH3:4])([CH3:3])[CH3:2].C(N(CC)CC)C.[CH3:27][C:28]1[O:37][C:36]2[C:35]3[CH:38]=[CH:39][CH:40]=[CH:41][C:34]=3[NH:33][CH2:32][CH2:31][C:30]=2[N:29]=1, predict the reaction product. The product is: [C:1]([O:5][C:6](=[O:7])[NH:8][CH2:9][C:10]1[CH:18]=[CH:17][C:13]([C:14]([N:33]2[CH2:32][CH2:31][C:30]3[N:29]=[C:28]([CH3:27])[O:37][C:36]=3[C:35]3[CH:38]=[CH:39][CH:40]=[CH:41][C:34]2=3)=[O:16])=[CH:12][C:11]=1[CH3:19])([CH3:2])([CH3:3])[CH3:4]. (3) Given the reactants [CH:1]1([NH:4][C:5](=[O:31])[C:6]2[CH:11]=[CH:10][C:9]([CH3:12])=[C:8]([N:13]3[CH:18]=[CH:17][N:16]=[C:15]([NH:19][C:20]4([C:23]5[CH:28]=[CH:27][CH:26]=[CH:25][C:24]=5[OH:29])[CH2:22][CH2:21]4)[C:14]3=[O:30])[CH:7]=2)[CH2:3][CH2:2]1.C(=O)([O-])[O-].[K+].[K+].Br[CH2:39][CH2:40][Cl:41], predict the reaction product. The product is: [Cl:41][CH2:40][CH2:39][O:29][C:24]1[CH:25]=[CH:26][CH:27]=[CH:28][C:23]=1[C:20]1([NH:19][C:15]2[C:14](=[O:30])[N:13]([C:8]3[CH:7]=[C:6]([CH:11]=[CH:10][C:9]=3[CH3:12])[C:5]([NH:4][CH:1]3[CH2:3][CH2:2]3)=[O:31])[CH:18]=[CH:17][N:16]=2)[CH2:22][CH2:21]1.